This data is from Catalyst prediction with 721,799 reactions and 888 catalyst types from USPTO. The task is: Predict which catalyst facilitates the given reaction. (1) Reactant: [CH:1]([C:4]1[CH2:5][CH2:6][C:7](=[O:10])[NH:8][N:9]=1)([CH3:3])[CH3:2].BrBr. Product: [CH:1]([C:4]1[CH:5]=[CH:6][C:7](=[O:10])[NH:8][N:9]=1)([CH3:3])[CH3:2]. The catalyst class is: 15. (2) Reactant: [N:1]1([CH2:7][C:8]2[CH:9]=[C:10]([CH:26]=[CH:27][CH:28]=2)[C:11]([NH:13][C:14]2[S:15][C:16]3[CH2:25][CH2:24][CH2:23][CH2:22][C:17]=3[C:18]=2[C:19]([OH:21])=[O:20])=O)[CH2:6][CH2:5][O:4][CH2:3][CH2:2]1.S(Cl)(Cl)=O. Product: [N:1]1([CH2:7][C:8]2[CH:9]=[C:10]([C:11]3[O:20][C:19](=[O:21])[C:18]4[C:17]5[CH2:22][CH2:23][CH2:24][CH2:25][C:16]=5[S:15][C:14]=4[N:13]=3)[CH:26]=[CH:27][CH:28]=2)[CH2:6][CH2:5][O:4][CH2:3][CH2:2]1. The catalyst class is: 11. (3) Reactant: [O:1]=[C:2]1[NH:24][C:5]2[CH:6]=[N:7][C:8]3[CH:9]=[CH:10][C:11]([C:14]4[CH:15]=[N:16][C:17]5[C:22]([CH:23]=4)=[CH:21][CH:20]=[CH:19][CH:18]=5)=[N:12][C:13]=3[C:4]=2[N:3]1[CH:25]1[CH2:30][CH2:29][N:28]([C:31]([O:33][CH2:34][C:35]2[CH:40]=[CH:39][CH:38]=[CH:37][CH:36]=2)=[O:32])[CH2:27][CH2:26]1.[H-].[Na+].[CH3:43]I. Product: [CH3:43][N:24]1[C:5]2[CH:6]=[N:7][C:8]3[CH:9]=[CH:10][C:11]([C:14]4[CH:15]=[N:16][C:17]5[C:22]([CH:23]=4)=[CH:21][CH:20]=[CH:19][CH:18]=5)=[N:12][C:13]=3[C:4]=2[N:3]([CH:25]2[CH2:26][CH2:27][N:28]([C:31]([O:33][CH2:34][C:35]3[CH:36]=[CH:37][CH:38]=[CH:39][CH:40]=3)=[O:32])[CH2:29][CH2:30]2)[C:2]1=[O:1]. The catalyst class is: 9. (4) Reactant: [C:1]([O:4][CH2:5][C@H:6]([NH:13][S:14]([C:17]1[CH:22]=[CH:21][C:20]([Cl:23])=[CH:19][CH:18]=1)(=[O:16])=[O:15])[C:7]1[CH:12]=[CH:11][CH:10]=[CH:9][CH:8]=1)(=[O:3])[CH3:2].O[CH2:25][C:26]1[CH:35]=[CH:34][C:29]([C:30]([O:32][CH3:33])=[O:31])=[CH:28][CH:27]=1.C1(P(C2C=CC=CC=2)C2C=CC=CC=2)C=CC=CC=1.CC(OC(/N=N/C(OC(C)C)=O)=O)C. Product: [C:1]([O:4][CH2:5][C@H:6]([N:13]([CH2:25][C:26]1[CH:35]=[CH:34][C:29]([C:30]([O:32][CH3:33])=[O:31])=[CH:28][CH:27]=1)[S:14]([C:17]1[CH:22]=[CH:21][C:20]([Cl:23])=[CH:19][CH:18]=1)(=[O:16])=[O:15])[C:7]1[CH:8]=[CH:9][CH:10]=[CH:11][CH:12]=1)(=[O:3])[CH3:2]. The catalyst class is: 96. (5) Reactant: [C:1]1([C:7]([C:15]2[CH:20]=[CH:19][CH:18]=[CH:17][CH:16]=2)([CH:9]2[CH2:14][CH2:13][NH:12][CH2:11][CH2:10]2)[OH:8])[CH:6]=[CH:5][CH:4]=[CH:3][CH:2]=1.CC1C=CC(S(O[CH2:32][CH2:33][C:34]2[CH:35]=[N:36][C:37]([C:40]([CH3:43])([CH3:42])[CH3:41])=[CH:38][CH:39]=2)(=O)=O)=CC=1.C(#N)C. Product: [C:40]([C:37]1[N:36]=[CH:35][C:34]([CH2:33][CH2:32][N:12]2[CH2:13][CH2:14][CH:9]([C:7]([C:15]3[CH:20]=[CH:19][CH:18]=[CH:17][CH:16]=3)([C:1]3[CH:2]=[CH:3][CH:4]=[CH:5][CH:6]=3)[OH:8])[CH2:10][CH2:11]2)=[CH:39][CH:38]=1)([CH3:43])([CH3:42])[CH3:41]. The catalyst class is: 250. (6) Reactant: CS(O[CH2:6][C:7]1[O:8][CH:9]=[C:10]([O:14][CH2:15][CH2:16][CH2:17][CH2:18][CH2:19][O:20][C:21]2[C:30]3[C:25](=[CH:26][CH:27]=[C:28]([C:31]([F:34])([F:33])[F:32])[CH:29]=3)[N:24]=[CH:23][CH:22]=2)[C:11](=[O:13])[CH:12]=1)(=O)=O.[NH:35]1[CH2:40][CH2:39][O:38][CH2:37][CH2:36]1. Product: [F:33][C:31]([F:34])([F:32])[C:28]1[CH:29]=[C:30]2[C:25](=[CH:26][CH:27]=1)[N:24]=[CH:23][CH:22]=[C:21]2[O:20][CH2:19][CH2:18][CH2:17][CH2:16][CH2:15][O:14][C:10]1[C:11](=[O:13])[CH:12]=[C:7]([CH2:6][N:35]2[CH2:40][CH2:39][O:38][CH2:37][CH2:36]2)[O:8][CH:9]=1. The catalyst class is: 4. (7) Reactant: [Br:1][C:2]1[C:3](Cl)=[N:4][CH:5]=[C:6]([CH:21]=1)[C:7]([NH:9][C:10]1[CH:15]=[CH:14][C:13]([O:16][C:17]([F:20])([F:19])[F:18])=[CH:12][CH:11]=1)=[O:8].[NH:23]1[CH2:27][C@H:26]([OH:28])[C@H:25]([OH:29])[CH2:24]1.CCN(C(C)C)C(C)C.Cl. Product: [Br:1][C:2]1[C:3]([N:23]2[CH2:27][C@@H:26]([OH:28])[C@@H:25]([OH:29])[CH2:24]2)=[N:4][CH:5]=[C:6]([CH:21]=1)[C:7]([NH:9][C:10]1[CH:15]=[CH:14][C:13]([O:16][C:17]([F:20])([F:19])[F:18])=[CH:12][CH:11]=1)=[O:8]. The catalyst class is: 41. (8) Reactant: [NH2:1][C:2]1[CH:7]=[CH:6][C:5]([C:8]2[NH:9][C:10](=[O:24])[C:11]3[C:16]([CH:17]4[CH2:22][CH2:21][CH2:20][CH2:19][CH2:18]4)=[N:15][N:14]([CH3:23])[C:12]=3[N:13]=2)=[C:4]([O:25][CH3:26])[CH:3]=1.Cl[C:28](Cl)([O:30]C(=O)OC(Cl)(Cl)Cl)Cl.C(N(CC)CC)C.[NH:46]1[CH2:51][CH2:50][O:49][CH2:48][CH2:47]1. Product: [CH:17]1([C:16]2[C:11]3[C:10](=[O:24])[NH:9][C:8]([C:5]4[CH:6]=[CH:7][C:2]([NH:1][C:28]([N:46]5[CH2:51][CH2:50][O:49][CH2:48][CH2:47]5)=[O:30])=[CH:3][C:4]=4[O:25][CH3:26])=[N:13][C:12]=3[N:14]([CH3:23])[N:15]=2)[CH2:22][CH2:21][CH2:20][CH2:19][CH2:18]1. The catalyst class is: 229.